The task is: Predict the reaction yield, written as a fraction of the theoretical maximum amount of product (1.0 means a 100% yield; for example, 0.34 means a 34% yield).. This data is from Reaction yield outcomes from USPTO patents with 853,638 reactions. (1) The catalyst is C1COCC1. The reactants are [Li+].[BH4-].C[O:4][C:5]([C:7]1[CH:11]=[C:10]([C:12]2[S:13][C:14]([C:17]3[CH:22]=[CH:21][CH:20]=[C:19]([S:23]([CH3:26])(=[O:25])=[O:24])[CH:18]=3)=[CH:15][CH:16]=2)[N:9]([C:27]2[CH:32]=[CH:31][CH:30]=[CH:29][C:28]=2[Cl:33])[N:8]=1)=O.CC(C)=O.O. The product is [Cl:33][C:28]1[CH:29]=[CH:30][CH:31]=[CH:32][C:27]=1[N:9]1[C:10]([C:12]2[S:13][C:14]([C:17]3[CH:22]=[CH:21][CH:20]=[C:19]([S:23]([CH3:26])(=[O:24])=[O:25])[CH:18]=3)=[CH:15][CH:16]=2)=[CH:11][C:7]([CH2:5][OH:4])=[N:8]1. The yield is 0.750. (2) The reactants are [Cl:1][C:2]1[CH:3]=[CH:4][C:5]([OH:11])=[C:6]([CH:10]=1)[C:7]([OH:9])=O.[Br:12][C:13]1[CH:19]=[CH:18][C:16]([NH2:17])=[C:15]([Cl:20])[CH:14]=1. No catalyst specified. The product is [Br:12][C:13]1[CH:19]=[CH:18][C:16]([NH:17][C:7](=[O:9])[C:6]2[CH:10]=[C:2]([Cl:1])[CH:3]=[CH:4][C:5]=2[OH:11])=[C:15]([Cl:20])[CH:14]=1. The yield is 0.520. (3) The reactants are C([O:3][C:4]([C:6]1[CH:11]=[CH:10][C:9]([C:12]2[CH:17]=[CH:16][C:15]([OH:18])=[CH:14][CH:13]=2)=[CH:8][CH:7]=1)=[O:5])C.Cl[CH2:20][C:21]([NH:23][CH2:24][CH2:25][CH2:26][CH2:27][CH2:28][CH3:29])=[O:22].C(=O)([O-])[O-].[K+].[K+].[I-].[K+]. The catalyst is C(#N)C. The product is [CH2:24]([NH:23][C:21](=[O:22])[CH2:20][O:18][C:15]1[CH:14]=[CH:13][C:12]([C:9]2[CH:8]=[CH:7][C:6]([C:4]([OH:3])=[O:5])=[CH:11][CH:10]=2)=[CH:17][CH:16]=1)[CH2:25][CH2:26][CH2:27][CH2:28][CH3:29]. The yield is 0.0800. (4) The reactants are Cl.[Cl:2][C:3]1[CH:8]=[CH:7][N:6]=[C:5]([C:9]2[CH:14]=[CH:13][CH:12]=[C:11]([Cl:15])[CH:10]=2)[CH:4]=1.[NH2:16][C:17]1[CH:22]=[CH:21][C:20]([CH2:23][CH2:24][OH:25])=[CH:19][CH:18]=1. No catalyst specified. The product is [ClH:2].[Cl:15][C:11]1[CH:10]=[C:9]([C:5]2[CH:4]=[C:3]([NH:16][C:17]3[CH:22]=[CH:21][C:20]([CH2:23][CH2:24][OH:25])=[CH:19][CH:18]=3)[CH:8]=[CH:7][N:6]=2)[CH:14]=[CH:13][CH:12]=1. The yield is 0.650. (5) The reactants are [Si]([O:8][CH2:9][C:10]1[CH:11]=[C:12]2[C:16](=[CH:17][CH:18]=1)[NH:15][CH:14]=[C:13]2[C:19](=[O:28])[CH:20](Cl)[C:21]1[CH:26]=[CH:25][CH:24]=[CH:23][CH:22]=1)(C(C)(C)C)(C)C.[CH3:29][O:30][C:31]1[CH:32]=[C:33]([CH:35]=[C:36]([O:38][CH3:39])[CH:37]=1)[NH2:34]. The catalyst is C(#N)C. The product is [CH3:39][O:38][C:36]1[CH:35]=[C:33]([NH:34][CH:20]([C:21]2[CH:26]=[CH:25][CH:24]=[CH:23][CH:22]=2)[C:19]([C:13]2[C:12]3[C:16](=[CH:17][CH:18]=[C:10]([CH2:9][OH:8])[CH:11]=3)[NH:15][CH:14]=2)=[O:28])[CH:32]=[C:31]([O:30][CH3:29])[CH:37]=1. The yield is 0.0500. (6) The reactants are [CH2:1]([O:3][C:4]([C:6]1[CH:7]=[C:8]2[C:13](=[CH:14][CH:15]=1)[NH:12][CH:11]([C:16]1[CH:17]=[N:18][CH:19]=[C:20](Br)[CH:21]=1)[C:10]([CH3:24])([CH3:23])[CH2:9]2)=[O:5])[CH3:2].[C:25]([C:29]1[CH:34]=[CH:33][C:32](B(O)O)=[CH:31][CH:30]=1)([CH3:28])([CH3:27])[CH3:26].C(=O)([O-])[O-].[Na+].[Na+]. The catalyst is O1CCOCC1.O.C(OCC)(=O)C.C1C=CC([P]([Pd]([P](C2C=CC=CC=2)(C2C=CC=CC=2)C2C=CC=CC=2)([P](C2C=CC=CC=2)(C2C=CC=CC=2)C2C=CC=CC=2)[P](C2C=CC=CC=2)(C2C=CC=CC=2)C2C=CC=CC=2)(C2C=CC=CC=2)C2C=CC=CC=2)=CC=1. The product is [CH2:1]([O:3][C:4]([C:6]1[CH:7]=[C:8]2[C:13](=[CH:14][CH:15]=1)[NH:12][CH:11]([C:16]1[CH:17]=[N:18][CH:19]=[C:20]([C:32]3[CH:33]=[CH:34][C:29]([C:25]([CH3:28])([CH3:27])[CH3:26])=[CH:30][CH:31]=3)[CH:21]=1)[C:10]([CH3:24])([CH3:23])[CH2:9]2)=[O:5])[CH3:2]. The yield is 0.990. (7) The reactants are [Cl:1][C:2]1[CH:7]=[CH:6][C:5]([N:8]2[CH2:13][CH2:12][CH:11]([C:14]([OH:16])=O)[CH2:10][CH2:9]2)=[CH:4][C:3]=1[NH:17][C@@H:18]([C:20]1[CH:25]=[CH:24][C:23]([Cl:26])=[CH:22][C:21]=1[Cl:27])[CH3:19].C[N:29]1[CH2:34][CH2:33][O:32][CH2:31][CH2:30]1.CN(C(ON1N=NC2C=CC=NC1=2)=[N+](C)C)C.F[P-](F)(F)(F)(F)F.CCN(C(C)C)C(C)C. The catalyst is CN(C=O)C. The product is [Cl:1][C:2]1[CH:7]=[CH:6][C:5]([N:8]2[CH2:13][CH2:12][CH:11]([C:14]([N:29]3[CH2:34][CH2:33][O:32][CH2:31][CH2:30]3)=[O:16])[CH2:10][CH2:9]2)=[CH:4][C:3]=1[NH:17][C@@H:18]([C:20]1[CH:25]=[CH:24][C:23]([Cl:26])=[CH:22][C:21]=1[Cl:27])[CH3:19]. The yield is 0.430. (8) The reactants are C(=O)([O-])[O-].[K+].[K+].[CH2:7]([O:9][C:10]1[CH:32]=[CH:31][C:13]([C:14]([NH:16][CH2:17][CH2:18][NH:19][C:20]([C:22]2[C:23]([C:27]([F:30])([F:29])[F:28])=[N:24][NH:25][CH:26]=2)=[O:21])=[O:15])=[CH:12][CH:11]=1)[CH3:8].CN[C@H]1CCCC[C@@H]1NC.I[C:44]1[CH:45]=[C:46]([OH:50])[CH:47]=[CH:48][CH:49]=1. The catalyst is C1(C)C=CC=CC=1.[Cu]I. The product is [CH2:7]([O:9][C:10]1[CH:11]=[CH:12][C:13]([C:14]([NH:16][CH2:17][CH2:18][NH:19][C:20]([C:22]2[C:23]([C:27]([F:28])([F:29])[F:30])=[N:24][N:25]([C:44]3[CH:49]=[CH:48][CH:47]=[C:46]([OH:50])[CH:45]=3)[CH:26]=2)=[O:21])=[O:15])=[CH:31][CH:32]=1)[CH3:8]. The yield is 0.190. (9) The reactants are [NH2:1][CH2:2][C@@H:3]1[C@H:7]2[O:8][C:9]([CH3:12])([CH3:11])[O:10][C@H:6]2[C@H:5]([N:13]2[C:17]3[N:18]=[CH:19][N:20]=[C:21]([NH:22][CH2:23][C:24]4[CH:29]=[CH:28][C:27]([O:30][CH3:31])=[CH:26][C:25]=4[O:32][CH3:33])[C:16]=3[CH:15]=[CH:14]2)[O:4]1.O=[C:35]1[CH2:38][CH:37]([CH2:39][C:40]([O:42][CH3:43])=[O:41])[CH2:36]1.C(O)(=O)C.C(O[BH-](OC(=O)C)OC(=O)C)(=O)C.[Na+]. The catalyst is ClCCCl.C(Cl)Cl. The product is [CH3:33][O:32][C:25]1[CH:26]=[C:27]([O:30][CH3:31])[CH:28]=[CH:29][C:24]=1[CH2:23][NH:22][C:21]1[C:16]2[CH:15]=[CH:14][N:13]([C@H:5]3[C@@H:6]4[O:10][C:9]([CH3:12])([CH3:11])[O:8][C@@H:7]4[C@@H:3]([CH2:2][NH:1][CH:35]4[CH2:38][CH:37]([CH2:39][C:40]([O:42][CH3:43])=[O:41])[CH2:36]4)[O:4]3)[C:17]=2[N:18]=[CH:19][N:20]=1. The yield is 0.660. (10) The reactants are [F:1][C:2]([F:6])([F:5])[CH2:3][NH2:4].[Cl:7][CH2:8][CH2:9][N:10]=[C:11]=[O:12]. The catalyst is C1COCC1. The product is [Cl:7][CH2:8][CH2:9][NH:10][C:11]([NH:4][CH2:3][C:2]([F:6])([F:5])[F:1])=[O:12]. The yield is 0.940.